From a dataset of Forward reaction prediction with 1.9M reactions from USPTO patents (1976-2016). Predict the product of the given reaction. (1) Given the reactants Cl.C([N:9]1[CH2:15][CH2:14][CH2:13][C:12](=[O:16])[CH:11]([C:17]2[CH:22]=[CH:21][CH:20]=[CH:19][CH:18]=2)[CH2:10]1)C1C=CC=CC=1.O, predict the reaction product. The product is: [C:17]1([CH:11]2[C:12](=[O:16])[CH2:13][CH2:14][CH2:15][NH:9][CH2:10]2)[CH:18]=[CH:19][CH:20]=[CH:21][CH:22]=1. (2) Given the reactants [Si:1]([O:18][CH2:19][C:20](=[CH2:23])[CH2:21][OH:22])([C:14]([CH3:17])([CH3:16])[CH3:15])([C:8]1[CH:13]=[CH:12][CH:11]=[CH:10][CH:9]=1)[C:2]1[CH:7]=[CH:6][CH:5]=[CH:4][CH:3]=1, predict the reaction product. The product is: [Si:1]([O:18][CH2:19][C:20](=[CH2:23])[CH:21]=[O:22])([C:14]([CH3:16])([CH3:17])[CH3:15])([C:8]1[CH:9]=[CH:10][CH:11]=[CH:12][CH:13]=1)[C:2]1[CH:3]=[CH:4][CH:5]=[CH:6][CH:7]=1. (3) Given the reactants [Cl:1][C:2]1[CH:7]=[CH:6][CH:5]=[CH:4][C:3]=1[C:8]1[NH:13][C:12](=[O:14])[C:11]([C:15]#[N:16])=[CH:10][C:9]=1[C:17]1[CH:22]=[CH:21][C:20]([Cl:23])=[CH:19][CH:18]=1.C([O-])([O-])=O.[Cs+].[Cs+].Br[CH2:31][C:32](=[O:37])[C:33]([CH3:36])([CH3:35])[CH3:34], predict the reaction product. The product is: [NH2:16][C:15]1[C:11]2[C:12](=[N:13][C:8]([C:3]3[CH:4]=[CH:5][CH:6]=[CH:7][C:2]=3[Cl:1])=[C:9]([C:17]3[CH:18]=[CH:19][C:20]([Cl:23])=[CH:21][CH:22]=3)[CH:10]=2)[O:14][C:31]=1[C:32](=[O:37])[C:33]([CH3:36])([CH3:35])[CH3:34]. (4) Given the reactants [CH:1]([N:4]1[CH2:9][CH2:8][N:7]([C:10]([C:12]2[CH:13]=[C:14]3[C:18](=[CH:19][CH:20]=2)[NH:17][C:16]([C:21]([N:23]2[CH2:28][CH2:27][N:26]([S:29]([N:32]4[CH2:37][CH2:36][CH2:35][CH2:34][CH2:33]4)(=[O:31])=[O:30])[CH2:25][CH2:24]2)=[O:22])=[CH:15]3)=[O:11])[CH2:6][CH2:5]1)([CH3:3])[CH3:2].[F:38][C:39]([F:50])([F:49])[C:40]1[CH:41]=[C:42](B(O)O)[CH:43]=[CH:44][CH:45]=1, predict the reaction product. The product is: [CH:1]([N:4]1[CH2:9][CH2:8][N:7]([C:10]([C:12]2[CH:13]=[C:14]3[C:18](=[CH:19][CH:20]=2)[N:17]([C:44]2[CH:43]=[CH:42][CH:41]=[C:40]([C:39]([F:50])([F:49])[F:38])[CH:45]=2)[C:16]([C:21]([N:23]2[CH2:28][CH2:27][N:26]([S:29]([N:32]4[CH2:37][CH2:36][CH2:35][CH2:34][CH2:33]4)(=[O:31])=[O:30])[CH2:25][CH2:24]2)=[O:22])=[CH:15]3)=[O:11])[CH2:6][CH2:5]1)([CH3:3])[CH3:2]. (5) Given the reactants [C:1]([N:20]1[C:24]2[N:25]=[CH:26][CH:27]=[C:28]([C:29](O)=[O:30])[C:23]=2[CH:22]=[N:21]1)([C:14]1[CH:19]=[CH:18][CH:17]=[CH:16][CH:15]=1)([C:8]1[CH:13]=[CH:12][CH:11]=[CH:10][CH:9]=1)[C:2]1[CH:7]=[CH:6][CH:5]=[CH:4][CH:3]=1.C([N:34](CC)CC)C.[Cl-].[NH4+].CN(C(ON1N=NC2C=CC=CC1=2)=[N+](C)C)C.[B-](F)(F)(F)F, predict the reaction product. The product is: [C:1]([N:20]1[C:24]2[N:25]=[CH:26][CH:27]=[C:28]([C:29]([NH2:34])=[O:30])[C:23]=2[CH:22]=[N:21]1)([C:8]1[CH:9]=[CH:10][CH:11]=[CH:12][CH:13]=1)([C:14]1[CH:15]=[CH:16][CH:17]=[CH:18][CH:19]=1)[C:2]1[CH:3]=[CH:4][CH:5]=[CH:6][CH:7]=1. (6) Given the reactants O1CCCC1.B.CO[N:9]=[C:10]([C:14]1[CH:19]=[CH:18][C:17]([Cl:20])=[CH:16][CH:15]=1)[CH:11]1[CH2:13][CH2:12]1.O.[OH-].[Na+], predict the reaction product. The product is: [Cl:20][C:17]1[CH:16]=[CH:15][C:14]([CH:10]([CH:11]2[CH2:12][CH2:13]2)[NH2:9])=[CH:19][CH:18]=1.